This data is from Full USPTO retrosynthesis dataset with 1.9M reactions from patents (1976-2016). The task is: Predict the reactants needed to synthesize the given product. (1) The reactants are: [Br:1][C:2]1[CH:6]=[CH:5][N:4](S(C2C=CC=CC=2)(=O)=O)[C:3]=1[C:16]([NH:18][C:19]1[CH:24]=[CH:23][CH:22]=[CH:21][CH:20]=1)=[O:17].[OH-].[Na+]. Given the product [Br:1][C:2]1[CH:6]=[CH:5][NH:4][C:3]=1[C:16]([NH:18][C:19]1[CH:20]=[CH:21][CH:22]=[CH:23][CH:24]=1)=[O:17], predict the reactants needed to synthesize it. (2) Given the product [CH:77]1([CH2:80][N:81]([CH2:82][CH2:83][CH3:84])[C:69]([NH:3][C@@H:4]2[C:18](=[O:19])[N:17]3[CH2:20][C@H:21]([O:23][C:24]4[C:33]5[C:28](=[C:29]([CH3:36])[C:30]([O:34][CH3:35])=[CH:31][CH:32]=5)[N:27]=[C:26]([C:37]5[S:38][CH:39]=[C:40]([CH:42]([CH3:43])[CH3:44])[N:41]=5)[CH:25]=4)[CH2:22][C@H:16]3[C:15](=[O:45])[NH:14][C@:13]3([C:47]([NH:49][S:50]([CH:53]4[CH2:54][CH2:55]4)(=[O:51])=[O:52])=[O:48])[CH2:46][C@H:12]3[CH:11]=[CH:10][CH2:9][CH2:8][CH2:7][CH2:6][CH2:5]2)=[O:75])[CH2:79][CH2:78]1, predict the reactants needed to synthesize it. The reactants are: Cl.Cl.[NH2:3][C@@H:4]1[C:18](=[O:19])[N:17]2[CH2:20][C@H:21]([O:23][C:24]3[C:33]4[C:28](=[C:29]([CH3:36])[C:30]([O:34][CH3:35])=[CH:31][CH:32]=4)[N:27]=[C:26]([C:37]4[S:38][CH:39]=[C:40]([CH:42]([CH3:44])[CH3:43])[N:41]=4)[CH:25]=3)[CH2:22][C@H:16]2[C:15](=[O:45])[NH:14][C@:13]2([C:47]([NH:49][S:50]([CH:53]3[CH2:55][CH2:54]3)(=[O:52])=[O:51])=[O:48])[CH2:46][C@H:12]2[CH:11]=[CH:10][CH2:9][CH2:8][CH2:7][CH2:6][CH2:5]1.C(N(CC)C(C)C)(C)C.ClC(Cl)(O[C:69](=[O:75])OC(Cl)(Cl)Cl)Cl.[CH:77]1([CH2:80][NH:81][CH2:82][CH2:83][CH3:84])[CH2:79][CH2:78]1.